Dataset: Catalyst prediction with 721,799 reactions and 888 catalyst types from USPTO. Task: Predict which catalyst facilitates the given reaction. (1) Reactant: [CH3:1][N:2]([CH3:34])[C:3]([C:5]1[CH:6]=[CH:7][C:8]2[O:12][C:11]([C:13]([C:18]3[CH:23]=[CH:22][C:21]([O:24][CH2:25][C:26](=[O:31])[C:27]([CH3:30])([CH3:29])[CH3:28])=[C:20]([CH3:32])[CH:19]=3)([CH2:16][CH3:17])[CH2:14][CH3:15])=[CH:10][C:9]=2[CH:33]=1)=[O:4].[BH4-].[Na+]. Product: [CH3:34][N:2]([CH3:1])[C:3]([C:5]1[CH:6]=[CH:7][C:8]2[O:12][C:11]([C:13]([CH2:16][CH3:17])([C:18]3[CH:23]=[CH:22][C:21]([O:24][CH2:25][CH:26]([OH:31])[C:27]([CH3:30])([CH3:29])[CH3:28])=[C:20]([CH3:32])[CH:19]=3)[CH2:14][CH3:15])=[CH:10][C:9]=2[CH:33]=1)=[O:4]. The catalyst class is: 1. (2) Reactant: [CH:1]([C:3]1[CH:10]=[CH:9][C:6]([C:7]#[N:8])=[CH:5][C:4]=1[C:11]([F:14])([F:13])[F:12])=O.[F:15][C:16]([F:28])([F:27])[C:17]1[CH:18]=[C:19]([NH:23][C:24]([NH2:26])=[O:25])[CH:20]=[CH:21][CH:22]=1.[C:29]([O:35][CH2:36][CH3:37])(=[O:34])[CH2:30][C:31]([CH3:33])=O.P(OCC)(OCC)(OCC)=O.O=P12OP3(OP(OP(O3)(O1)=O)(=O)O2)=O. Product: [CH3:33][C:31]1[N:23]([C:19]2[CH:20]=[CH:21][CH:22]=[C:17]([C:16]([F:27])([F:28])[F:15])[CH:18]=2)[C:24](=[O:25])[NH:26][CH:1]([C:3]2[CH:10]=[CH:9][C:6]([C:7]#[N:8])=[CH:5][C:4]=2[C:11]([F:14])([F:13])[F:12])[C:30]=1[C:29]([O:35][CH2:36][CH3:37])=[O:34]. The catalyst class is: 1. (3) Reactant: [F:1][C:2]1[CH:3]=[C:4]2[C:8](=[CH:9][CH:10]=1)[NH:7][C:6](=[O:11])[C:5]2=[N:12][N:13]=[CH:14][C:15]1[CH:23]=[CH:22][C:18]([C:19](O)=[O:20])=[CH:17][CH:16]=1.Cl.C(N=C=NCCCN(C)C)C.OC1C2N=NNC=2C=CC=1.C(N(CC)CC)C.Cl.[CH3:54][O:55][C:56](=[O:65])[CH2:57][CH2:58][CH2:59][CH2:60][CH2:61][CH2:62][CH2:63][NH2:64]. Product: [CH3:54][O:55][C:56](=[O:65])[CH2:57][CH2:58][CH2:59][CH2:60][CH2:61][CH2:62][CH2:63][NH:64][C:19](=[O:20])[C:18]1[CH:22]=[CH:23][C:15]([CH:14]=[N:13][N:12]=[C:5]2[C:4]3[C:8](=[CH:9][CH:10]=[C:2]([F:1])[CH:3]=3)[NH:7][C:6]2=[O:11])=[CH:16][CH:17]=1. The catalyst class is: 650. (4) Reactant: [NH2:1][C@@H:2]1[C@@H:6]([CH2:7][O:8][C:9]([C:22]2[CH:27]=[CH:26][CH:25]=[CH:24][CH:23]=2)([C:16]2[CH:21]=[CH:20][CH:19]=[CH:18][CH:17]=2)[C:10]2[CH:15]=[CH:14][CH:13]=[CH:12][CH:11]=2)[O:5][C@@H:4]([N:28]2[CH:35]=[CH:34][C:32](=[O:33])[NH:31][C:29]2=[O:30])[CH2:3]1.[C:36](OC(=O)C)(=[O:38])[CH3:37].C(N(CC)CC)C. Product: [C:36]([NH:1][C@@H:2]1[C@@H:6]([CH2:7][O:8][C:9]([C:16]2[CH:21]=[CH:20][CH:19]=[CH:18][CH:17]=2)([C:22]2[CH:23]=[CH:24][CH:25]=[CH:26][CH:27]=2)[C:10]2[CH:15]=[CH:14][CH:13]=[CH:12][CH:11]=2)[O:5][C@@H:4]([N:28]2[CH:35]=[CH:34][C:32](=[O:33])[NH:31][C:29]2=[O:30])[CH2:3]1)(=[O:38])[CH3:37]. The catalyst class is: 2. (5) Reactant: Br[C:2]1[CH:8]=[CH:7][C:5]([NH2:6])=[C:4]([N+:9]([O-:11])=[O:10])[CH:3]=1.N#N.[CH3:14][N:15]1[CH:19]=[C:18](B2OC(C)(C)C(C)(C)O2)[CH:17]=[N:16]1.C(=O)([O-])[O-].[Na+].[Na+]. Product: [CH3:14][N:15]1[CH:19]=[C:18]([C:2]2[CH:8]=[CH:7][C:5]([NH2:6])=[C:4]([N+:9]([O-:11])=[O:10])[CH:3]=2)[CH:17]=[N:16]1. The catalyst class is: 438. (6) Reactant: B.O1CCCC1.[CH3:7][O:8][CH2:9][CH2:10][O:11][C:12]1[CH:13]=[CH:14][CH:15]=[C:16]2[C:21]=1[CH:20]=[C:19]([CH2:22][CH:23]([CH:27]([CH3:29])[CH3:28])[C:24](O)=[O:25])[CH:18]=[CH:17]2.CO. Product: [CH3:7][O:8][CH2:9][CH2:10][O:11][C:12]1[CH:13]=[CH:14][CH:15]=[C:16]2[C:21]=1[CH:20]=[C:19]([CH2:22][CH:23]([CH:27]([CH3:29])[CH3:28])[CH2:24][OH:25])[CH:18]=[CH:17]2. The catalyst class is: 7. (7) Reactant: OC1C=CC([C@@H](O)CN[C@H]2CC[C@H](NCCOCCC3C=CC=CC=3)CC2)=C2C=1NC(=O)C=C2.[CH2:35]([O:42][C:43]1[CH:44]=[CH:45][C:46]([C@@H:54]([O:57][Si:58]([C:61]([CH3:64])([CH3:63])[CH3:62])([CH3:60])[CH3:59])[CH2:55]Br)=[C:47]2[C:52]=1[NH:51][C:50](=[O:53])[CH:49]=[CH:48]2)[C:36]1[CH:41]=[CH:40][CH:39]=[CH:38][CH:37]=1.[C:65]1([CH2:71][CH2:72][O:73][CH2:74][CH2:75][CH2:76][N:77]2[CH2:81][CH2:80][CH2:79][C@H:78]2[CH2:82][NH2:83])[CH:70]=[CH:69][CH:68]=[CH:67][CH:66]=1. Product: [CH2:35]([O:42][C:43]1[CH:44]=[CH:45][C:46]([C@@H:54]([O:57][Si:58]([C:61]([CH3:64])([CH3:63])[CH3:62])([CH3:60])[CH3:59])[CH2:55][NH:83][CH2:82][C@@H:78]2[CH2:79][CH2:80][CH2:81][N:77]2[CH2:76][CH2:75][CH2:74][O:73][CH2:72][CH2:71][C:65]2[CH:66]=[CH:67][CH:68]=[CH:69][CH:70]=2)=[C:47]2[C:52]=1[NH:51][C:50](=[O:53])[CH:49]=[CH:48]2)[C:36]1[CH:41]=[CH:40][CH:39]=[CH:38][CH:37]=1. The catalyst class is: 58.